Dataset: Full USPTO retrosynthesis dataset with 1.9M reactions from patents (1976-2016). Task: Predict the reactants needed to synthesize the given product. (1) Given the product [CH2:29]([O:31][C:32](=[O:43])[C:33]1[C:38]([CH3:39])=[CH:37][C:36]([CH2:40][N:8]2[C:9]3[C:5](=[CH:4][C:3]([Cl:2])=[CH:11][CH:10]=3)[C:6]([CH3:18])=[C:7]2[C:12]2[CH:13]=[N:14][CH:15]=[CH:16][CH:17]=2)=[CH:35][C:34]=1[CH3:42])[CH3:30], predict the reactants needed to synthesize it. The reactants are: Cl.[Cl:2][C:3]1[CH:4]=[C:5]2[C:9](=[CH:10][CH:11]=1)[NH:8][C:7]([C:12]1[CH:13]=[N:14][CH:15]=[CH:16][CH:17]=1)=[C:6]2[CH3:18].C[Si]([N-][Si](C)(C)C)(C)C.[K+].[CH2:29]([O:31][C:32](=[O:43])[C:33]1[C:38]([CH3:39])=[CH:37][C:36]([CH2:40]Br)=[CH:35][C:34]=1[CH3:42])[CH3:30]. (2) Given the product [F:26][C:27]1[CH:28]=[C:29]2[C:33](=[CH:34][CH:35]=1)[NH:32][C:31](=[O:36])/[C:30]/2=[CH:14]\[C:10]1[NH:11][C:12]([CH3:13])=[C:8]([C:6]([NH:1][CH2:5][CH2:4][N:3]2[CH2:21][CH2:22][O:23][CH2:24][CH2:2]2)=[O:7])[C:9]=1[CH3:16], predict the reactants needed to synthesize it. The reactants are: [N:1]1([C:6]([C:8]2[C:9]([CH3:16])=[C:10]([CH:14]=O)[NH:11][C:12]=2[CH3:13])=[O:7])[CH:5]=[CH:4][N:3]=[CH:2]1.NCCN1C[CH2:24][O:23][CH2:22][CH2:21]1.[F:26][C:27]1[CH:28]=[C:29]2[C:33](=[CH:34][CH:35]=1)[NH:32][C:31](=[O:36])[CH2:30]2. (3) Given the product [OH:28][CH:25]1[CH2:24][CH2:23][CH:22]([NH:21][C:15]2[CH:14]=[C:13]([N:7]3[C:8]4[C:4](=[C:3]([O:2][CH3:1])[CH:11]=[CH:10][CH:9]=4)[CH:5]=[CH:6]3)[CH:20]=[CH:19][C:16]=2[C:17]#[N:18])[CH2:27][CH2:26]1, predict the reactants needed to synthesize it. The reactants are: [CH3:1][O:2][C:3]1[CH:11]=[CH:10][CH:9]=[C:8]2[C:4]=1[CH:5]=[CH:6][NH:7]2.F[C:13]1[CH:20]=[CH:19][C:16]([C:17]#[N:18])=[C:15]([NH:21][CH:22]2[CH2:27][CH2:26][CH:25]([OH:28])[CH2:24][CH2:23]2)[CH:14]=1.[H-].[Na+]. (4) The reactants are: [Cl:1][C:2]1[CH:7]=[CH:6][C:5]([C:8]2[O:9][CH:10]=[C:11]([C:13]3([CH2:20][NH2:21])[CH2:18][CH2:17][N:16]([CH3:19])[CH2:15][CH2:14]3)[N:12]=2)=[CH:4][CH:3]=1.[F:22][C:23]([F:39])([F:38])[C:24]1[O:28][N:27]=[C:26]([C:29]2[CH:30]=[C:31]([CH:35]=[CH:36][CH:37]=2)[C:32](O)=[O:33])[N:25]=1. Given the product [ClH:1].[Cl:1][C:2]1[CH:7]=[CH:6][C:5]([C:8]2[O:9][CH:10]=[C:11]([C:13]3([CH2:20][NH:21][C:32](=[O:33])[C:31]4[CH:35]=[CH:36][CH:37]=[C:29]([C:26]5[N:25]=[C:24]([C:23]([F:39])([F:38])[F:22])[O:28][N:27]=5)[CH:30]=4)[CH2:14][CH2:15][N:16]([CH3:19])[CH2:17][CH2:18]3)[N:12]=2)=[CH:4][CH:3]=1, predict the reactants needed to synthesize it. (5) The reactants are: [Cl:1][C:2]1[N:10]=[C:9]2[C:5]([N:6]=[CH:7][N:8]2[CH:11]2[CH2:16][CH2:15][CH2:14][CH2:13][O:12]2)=[C:4]([N:17]2[CH2:22][CH2:21][O:20][CH2:19][CH2:18]2)[N:3]=1.CN(C)CCN(C)C.[Li]CCCC.CN(C)[CH:38]=[O:39]. Given the product [Cl:1][C:2]1[N:10]=[C:9]2[C:5]([N:6]=[C:7]([CH:38]=[O:39])[N:8]2[CH:11]2[CH2:16][CH2:15][CH2:14][CH2:13][O:12]2)=[C:4]([N:17]2[CH2:22][CH2:21][O:20][CH2:19][CH2:18]2)[N:3]=1, predict the reactants needed to synthesize it. (6) Given the product [NH2:1][C:2]1[N:6]([C:7]2[CH:12]=[CH:11][CH:10]=[CH:9][CH:8]=2)[N:5]=[C:4]([O:13][CH2:26][C@@H:24]([OH:25])[CH2:23][O:22][CH3:21])[C:3]=1[CH3:14], predict the reactants needed to synthesize it. The reactants are: [NH2:1][C:2]1[N:6]([C:7]2[CH:12]=[CH:11][CH:10]=[CH:9][CH:8]=2)[NH:5][C:4](=[O:13])[C:3]=1[CH3:14].C([O-])([O-])=O.[K+].[K+].[CH3:21][O:22][CH2:23][C@@H:24]1[CH2:26][O:25]1.O.